Dataset: Experimentally validated miRNA-target interactions with 360,000+ pairs, plus equal number of negative samples. Task: Binary Classification. Given a miRNA mature sequence and a target amino acid sequence, predict their likelihood of interaction. The miRNA is dre-miR-142a-3p with sequence UGUAGUGUUUCCUACUUUAUGGA. The protein sequence of the target gene is MRKWILTRILPTLLYRSCFHLVCLVGTISLACNDMSPEQTATSVNCSSPERHTRSYDYMEGGDIRVRRLFCRTQWYLRIDKRGKVKGTQEMKNSYNIMEIRTVAVGIVAIKGVESEYYLAMNKEGKLYAKKECNEDCNFKELILENHYNTYASAKWTHSGGEMFVALNQKGIPVKGKKTKKEQKTAHFLPMAIT. Result: 0 (no interaction).